This data is from NCI-60 drug combinations with 297,098 pairs across 59 cell lines. The task is: Regression. Given two drug SMILES strings and cell line genomic features, predict the synergy score measuring deviation from expected non-interaction effect. (1) Drug 1: C1=NC2=C(N=C(N=C2N1C3C(C(C(O3)CO)O)F)Cl)N. Drug 2: CC(C)(C#N)C1=CC(=CC(=C1)CN2C=NC=N2)C(C)(C)C#N. Cell line: SK-MEL-5. Synergy scores: CSS=0.436, Synergy_ZIP=2.82, Synergy_Bliss=1.59, Synergy_Loewe=0.504, Synergy_HSA=-1.57. (2) Drug 1: C1=CC=C(C(=C1)C(C2=CC=C(C=C2)Cl)C(Cl)Cl)Cl. Drug 2: C1=NC2=C(N1)C(=S)N=CN2. Cell line: HCT116. Synergy scores: CSS=53.1, Synergy_ZIP=0.223, Synergy_Bliss=1.31, Synergy_Loewe=-34.6, Synergy_HSA=2.36. (3) Drug 1: CCC(=C(C1=CC=CC=C1)C2=CC=C(C=C2)OCCN(C)C)C3=CC=CC=C3.C(C(=O)O)C(CC(=O)O)(C(=O)O)O. Drug 2: CC1=C2C(C(=O)C3(C(CC4C(C3C(C(C2(C)C)(CC1OC(=O)C(C(C5=CC=CC=C5)NC(=O)OC(C)(C)C)O)O)OC(=O)C6=CC=CC=C6)(CO4)OC(=O)C)O)C)O. Cell line: KM12. Synergy scores: CSS=32.0, Synergy_ZIP=31.0, Synergy_Bliss=32.2, Synergy_Loewe=28.5, Synergy_HSA=29.7. (4) Drug 1: C1=NC2=C(N=C(N=C2N1C3C(C(C(O3)CO)O)O)F)N. Drug 2: CC1=C(N=C(N=C1N)C(CC(=O)N)NCC(C(=O)N)N)C(=O)NC(C(C2=CN=CN2)OC3C(C(C(C(O3)CO)O)O)OC4C(C(C(C(O4)CO)O)OC(=O)N)O)C(=O)NC(C)C(C(C)C(=O)NC(C(C)O)C(=O)NCCC5=NC(=CS5)C6=NC(=CS6)C(=O)NCCC[S+](C)C)O. Cell line: M14. Synergy scores: CSS=29.8, Synergy_ZIP=-7.22, Synergy_Bliss=-3.31, Synergy_Loewe=-0.908, Synergy_HSA=0.802. (5) Drug 1: CCC1=CC2CC(C3=C(CN(C2)C1)C4=CC=CC=C4N3)(C5=C(C=C6C(=C5)C78CCN9C7C(C=CC9)(C(C(C8N6C)(C(=O)OC)O)OC(=O)C)CC)OC)C(=O)OC.C(C(C(=O)O)O)(C(=O)O)O. Drug 2: C1=NC2=C(N1)C(=S)N=CN2. Cell line: T-47D. Synergy scores: CSS=33.5, Synergy_ZIP=-6.14, Synergy_Bliss=-1.01, Synergy_Loewe=-9.49, Synergy_HSA=-0.302. (6) Drug 1: CCN(CC)CCCC(C)NC1=C2C=C(C=CC2=NC3=C1C=CC(=C3)Cl)OC. Drug 2: C(CCl)NC(=O)N(CCCl)N=O. Cell line: MOLT-4. Synergy scores: CSS=55.3, Synergy_ZIP=0.274, Synergy_Bliss=0.0901, Synergy_Loewe=-11.1, Synergy_HSA=2.81. (7) Synergy scores: CSS=-3.72, Synergy_ZIP=13.1, Synergy_Bliss=-1.38, Synergy_Loewe=-6.57, Synergy_HSA=-5.47. Drug 2: CN(C)C1=NC(=NC(=N1)N(C)C)N(C)C. Drug 1: C1CCN(CC1)CCOC2=CC=C(C=C2)C(=O)C3=C(SC4=C3C=CC(=C4)O)C5=CC=C(C=C5)O. Cell line: SF-295. (8) Drug 2: C1C(C(OC1N2C=NC3=C2NC=NCC3O)CO)O. Cell line: IGROV1. Synergy scores: CSS=4.56, Synergy_ZIP=-2.07, Synergy_Bliss=0.674, Synergy_Loewe=-0.698, Synergy_HSA=-0.380. Drug 1: C1CC(=O)NC(=O)C1N2CC3=C(C2=O)C=CC=C3N. (9) Synergy scores: CSS=10.5, Synergy_ZIP=-2.72, Synergy_Bliss=-0.321, Synergy_Loewe=-1.58, Synergy_HSA=-0.995. Drug 1: CS(=O)(=O)C1=CC(=C(C=C1)C(=O)NC2=CC(=C(C=C2)Cl)C3=CC=CC=N3)Cl. Cell line: HCT-15. Drug 2: CCN(CC)CCNC(=O)C1=C(NC(=C1C)C=C2C3=C(C=CC(=C3)F)NC2=O)C. (10) Drug 1: C1=NC2=C(N=C(N=C2N1C3C(C(C(O3)CO)O)F)Cl)N. Drug 2: CC1=C(C(=O)C2=C(C1=O)N3CC4C(C3(C2COC(=O)N)OC)N4)N. Cell line: HT29. Synergy scores: CSS=18.9, Synergy_ZIP=1.42, Synergy_Bliss=5.71, Synergy_Loewe=-9.42, Synergy_HSA=0.946.